From a dataset of KCNQ2 potassium channel screen with 302,405 compounds. Binary Classification. Given a drug SMILES string, predict its activity (active/inactive) in a high-throughput screening assay against a specified biological target. The molecule is O1c2c(CN3CC(CCC3)CCC(=O)NCc3oc(cc3)C)cccc2OC1. The result is 0 (inactive).